Dataset: Catalyst prediction with 721,799 reactions and 888 catalyst types from USPTO. Task: Predict which catalyst facilitates the given reaction. (1) Reactant: [C:1]([O:5][C:6](=[O:22])[CH2:7][N:8]=[C:9]([C:16]1[CH:21]=[CH:20][CH:19]=[CH:18][CH:17]=1)[C:10]1[CH:15]=[CH:14][CH:13]=[CH:12][CH:11]=1)([CH3:4])([CH3:3])[CH3:2].[CH2:23](Br)[C:24]1[CH:29]=[CH:28][CH:27]=[CH:26][CH:25]=1.[OH-].[K+]. Product: [C:1]([O:5][C:6](=[O:22])[CH:7]([N:8]=[C:9]([C:10]1[CH:11]=[CH:12][CH:13]=[CH:14][CH:15]=1)[C:16]1[CH:17]=[CH:18][CH:19]=[CH:20][CH:21]=1)[CH2:23][C:24]1[CH:29]=[CH:28][CH:27]=[CH:26][CH:25]=1)([CH3:4])([CH3:2])[CH3:3]. The catalyst class is: 11. (2) Reactant: [CH3:1][O:2][C:3]1[CH:4]=[C:5]([C:9]2[CH:10]=[N:11][C:12]([N:16]3[CH2:21][CH2:20][O:19][CH2:18][CH2:17]3)=[CH:13][C:14]=2[NH2:15])[CH:6]=[N:7][CH:8]=1.Cl[C:23]1[C:32]2[C:27](=[CH:28][C:29]([F:33])=[CH:30][CH:31]=2)[N:26]=[C:25]([C:34]2[CH:39]=[CH:38][CH:37]=[CH:36][N:35]=2)[C:24]=1[CH3:40].C1(P(C2CCCCC2)C2C=CC=CC=2C2C(C(C)C)=CC(C(C)C)=CC=2C(C)C)CCCCC1.CC(C)([O-])C.[Na+]. Product: [F:33][C:29]1[CH:28]=[C:27]2[C:32]([C:23]([NH:15][C:14]3[CH:13]=[C:12]([N:16]4[CH2:21][CH2:20][O:19][CH2:18][CH2:17]4)[N:11]=[CH:10][C:9]=3[C:5]3[CH:6]=[N:7][CH:8]=[C:3]([O:2][CH3:1])[CH:4]=3)=[C:24]([CH3:40])[C:25]([C:34]3[CH:39]=[CH:38][CH:37]=[CH:36][N:35]=3)=[N:26]2)=[CH:31][CH:30]=1. The catalyst class is: 491.